This data is from Reaction yield outcomes from USPTO patents with 853,638 reactions. The task is: Predict the reaction yield, written as a fraction of the theoretical maximum amount of product (1.0 means a 100% yield; for example, 0.34 means a 34% yield). (1) The reactants are Cl.Cl.[F:3][C:4]1[CH:5]=[CH:6][C:7]([CH2:10][NH2:11])=[N:8][CH:9]=1.C(N(CC)CC)C.[C:19](Cl)(=[O:21])[CH3:20]. The catalyst is C1COCC1. The product is [F:3][C:4]1[CH:5]=[CH:6][C:7]([CH2:10][NH:11][C:19](=[O:21])[CH3:20])=[N:8][CH:9]=1. The yield is 0.970. (2) The reactants are [NH:1]1[CH2:6][CH2:5][CH:4]([CH2:7][OH:8])[CH2:3][CH2:2]1.CCN(C(C)C)C(C)C.[C:18](O[C:18]([O:20][C:21]([CH3:24])([CH3:23])[CH3:22])=[O:19])([O:20][C:21]([CH3:24])([CH3:23])[CH3:22])=[O:19]. The catalyst is C(Cl)Cl. The product is [OH:8][CH2:7][CH:4]1[CH2:5][CH2:6][N:1]([C:18]([O:20][C:21]([CH3:24])([CH3:23])[CH3:22])=[O:19])[CH2:2][CH2:3]1. The yield is 0.870. (3) The reactants are C(OC([N:8]1[CH2:13][CH2:12][CH:11]([N:14]2[C:22]3[C:17](=[CH:18][C:19]([Cl:23])=[CH:20][CH:21]=3)[CH2:16][C:15]2=[O:24])[CH2:10][CH2:9]1)=O)(C)(C)C.C(O)(C(F)(F)F)=O.C(Cl)Cl. No catalyst specified. The product is [Cl:23][C:19]1[CH:18]=[C:17]2[C:22](=[CH:21][CH:20]=1)[N:14]([CH:11]1[CH2:10][CH2:9][NH:8][CH2:13][CH2:12]1)[C:15](=[O:24])[CH2:16]2. The yield is 0.970. (4) The reactants are [CH3:1][C:2]1([CH3:23])[C:11]2[C:6](=[CH:7][CH:8]=[C:9]([C:12]([F:15])([F:14])[F:13])[CH:10]=2)[NH:5][CH:4]([C:16]2[CH:17]=[C:18]([NH2:22])[CH:19]=[CH:20][CH:21]=2)[CH2:3]1.N1C=CC=CC=1.[CH2:30]([S:32](Cl)(=[O:34])=[O:33])[CH3:31]. The catalyst is ClCCl. The product is [CH3:1][C:2]1([CH3:23])[C:11]2[C:6](=[CH:7][CH:8]=[C:9]([C:12]([F:15])([F:13])[F:14])[CH:10]=2)[NH:5][CH:4]([C:16]2[CH:17]=[C:18]([NH:22][S:32]([CH2:30][CH3:31])(=[O:34])=[O:33])[CH:19]=[CH:20][CH:21]=2)[CH2:3]1. The yield is 0.741. (5) The reactants are [Cl:1][C:2]1[CH:3]=[C:4]2[C:8](=[CH:9][CH:10]=1)[NH:7][N:6]=[CH:5]2.ClC([O:14][CH2:15]C(C)C)=O.C[N:20]1CCOCC1.N. The catalyst is C1COCC1. The product is [Cl:1][C:2]1[CH:3]=[C:4]2[C:8](=[CH:9][CH:10]=1)[NH:7][N:6]=[C:5]2[C:15]([NH2:20])=[O:14]. The yield is 0.630. (6) The reactants are [NH2:1][C:2]1[C:3](=[O:17])[N:4]([CH2:9][C:10]([O:12][C:13]([CH3:16])([CH3:15])[CH3:14])=[O:11])[C:5]([CH3:8])=[CH:6][CH:7]=1.CN1CCOCC1.[CH3:25][C:26]1[CH:27]=[C:28]([S:32](Cl)(=[O:34])=[O:33])[CH:29]=[CH:30][CH:31]=1. The catalyst is C(Cl)Cl. The yield is 0.910. The product is [CH3:25][C:26]1[CH:27]=[C:28]([S:32]([NH:1][C:2]2[C:3](=[O:17])[N:4]([CH2:9][C:10]([O:12][C:13]([CH3:16])([CH3:15])[CH3:14])=[O:11])[C:5]([CH3:8])=[CH:6][CH:7]=2)(=[O:34])=[O:33])[CH:29]=[CH:30][CH:31]=1. (7) The reactants are [CH2:1]([N:13]1[CH:17]=[CH:16][N:15]=[CH:14]1)[CH2:2][CH2:3][CH2:4][CH2:5][CH2:6][CH2:7][CH2:8][CH2:9][CH2:10][CH2:11][CH3:12].[CH3:18][O:19][C:20](=[O:25])[C:21]([O:23]C)=[O:22]. The catalyst is C(#N)C. The product is [CH2:1]([N+:13]1[CH:17]=[CH:16][N:15]([CH3:18])[CH:14]=1)[CH2:2][CH2:3][CH2:4][CH2:5][CH2:6][CH2:7][CH2:8][CH2:9][CH2:10][CH2:11][CH3:12].[CH3:18][O:19][C:20](=[O:25])[C:21]([O-:23])=[O:22]. The yield is 0.930.